Task: Token-level Classification. Given an antigen amino acid sequence, predict which amino acid positions are active epitope sites capable of antibody binding. Output is a list of indices for active positions.. Dataset: B-cell epitopes from IEDB database with 3,159 antigens for binding position prediction (1) Given the antigen sequence: MAAKQVLFSDEARAKMLDGVNTLANAVKVTLGPKGRNVVLDKSFGAPTITKDGVSVAKEIELEDKFENMGAQIVKEVASKTADVAGDGTTTATVLAQALLTEGLKAVTAGMNPMDLKRGIDKATARLVEELKALSKPCSDPKSIEQVGTISANSDATVGKLIADAMAKVGKEGVITVEEGKGFEDELDVVEGMQFDRGYLSPYFATNQENMTTDLENPYILIVDKKISNIRDLLPILEGVSKSGRALLIIAEDVESEALATLVVNNMRGVVKVCAVKAPGFGDRRKAMLEDIATLTGATFVSEDLSMKLEETNMEHLGTASRVQVTKDNTTIIDGAGEKEAIAKRINVIKANIAEANSDYDREKLQERLAKLSGGVAVIKVGAVTEAEMKEKKDRVDDALHATRAAVEEGIVAGGGVALIRAQKALDGLTGENDDQNHGIALLRKAIEAPLRQIVSNAGGESSVVVNQVKANQGNYGYNAANDTYGDMVEMGILDPTKVT..., which amino acid positions are active epitope sites? The epitope positions are: [348, 349, 350, 351, 352, 353, 354, 355, 356, 357, 358, 359, 360, 361, 362, 363, 364, 365, 366, 367... (21 total positions)]. The amino acids at these positions are: IKANIAEANSDYDREKLQERL. (2) The epitope positions are: [90, 91, 92, 93, 94, 95, 96, 97, 98, 99, 100, 101, 102, 103, 104, 105, 106, 107, 108, 109... (23 total positions)]. The amino acids at these positions are: YLLFCMENSAEPEQSLVCQCLVR. Given the antigen sequence: IQKVAGTWYSLAMAASDISLLDAQSAPLRVYVEELKPTPEGDLEILLQKWENDECAQKKIIAEKTKIPAVFKIDALNENKVLVLDTDYKKYLLFCMENSAEPEQSLVCQCLVRTPEVDDEALEKFDKALKALPMHIRLSFNPTQLEEQCHI, which amino acid positions are active epitope sites?